From a dataset of Forward reaction prediction with 1.9M reactions from USPTO patents (1976-2016). Predict the product of the given reaction. (1) Given the reactants [C:1]([O:5][C:6]([N:8]1[CH2:13][CH2:12][N:11]([C@@H:14]([C:16]2[CH:17]=[C:18](B(O)O)[C:19]([F:22])=[N:20][CH:21]=2)[CH3:15])[C@@H:10]([CH3:26])[CH2:9]1)=[O:7])([CH3:4])([CH3:3])[CH3:2].Cl[C:28]1[N:33]=[C:32]([CH3:34])[N:31]=[C:30]([N:35]([CH2:45][C:46]2[CH:51]=[CH:50][C:49]([O:52][CH3:53])=[CH:48][CH:47]=2)[CH2:36][C:37]2[CH:42]=[CH:41][C:40]([O:43][CH3:44])=[CH:39][CH:38]=2)[N:29]=1.CC([O-])=O.[K+].O1CCOCC1, predict the reaction product. The product is: [CH3:53][O:52][C:49]1[CH:48]=[CH:47][C:46]([CH2:45][N:35]([CH2:36][C:37]2[CH:38]=[CH:39][C:40]([O:43][CH3:44])=[CH:41][CH:42]=2)[C:30]2[N:31]=[C:32]([CH3:34])[N:33]=[C:28]([C:18]3[CH:17]=[C:16]([C@H:14]([N:11]4[CH2:12][CH2:13][N:8]([C:6]([O:5][C:1]([CH3:4])([CH3:3])[CH3:2])=[O:7])[CH2:9][C@@H:10]4[CH3:26])[CH3:15])[CH:21]=[N:20][C:19]=3[F:22])[N:29]=2)=[CH:51][CH:50]=1. (2) Given the reactants [NH2:1][C@@H:2]([CH3:18])[CH2:3][N:4]1[CH:8]=[CH:7][C:6]([C:9]2[CH:16]=[CH:15][C:12]([C:13]#[N:14])=[C:11]([Cl:17])[CH:10]=2)=[N:5]1.[S:19]1[CH:23]=[C:22]([C:24]([O-])=[O:25])[N:21]=[C:20]1[C:27]([O:29][CH2:30][CH3:31])=[O:28], predict the reaction product. The product is: [Cl:17][C:11]1[CH:10]=[C:9]([C:6]2[CH:7]=[CH:8][N:4]([CH2:3][C@@H:2]([NH:1][C:24]([C:22]3[N:21]=[C:20]([C:27]([O:29][CH2:30][CH3:31])=[O:28])[S:19][CH:23]=3)=[O:25])[CH3:18])[N:5]=2)[CH:16]=[CH:15][C:12]=1[C:13]#[N:14]. (3) Given the reactants [NH2:1][C:2]1[CH:3]=[C:4]([OH:8])[CH:5]=[CH:6][CH:7]=1.[H-].[Na+].Cl.Cl[CH2:13][CH2:14][CH:15]1[CH2:19][CH2:18][CH2:17][N:16]1[CH3:20], predict the reaction product. The product is: [NH2:1][C:2]1[CH:3]=[C:4]([CH:5]=[CH:6][CH:7]=1)[O:8][CH2:13][CH2:14][CH:15]1[CH2:19][CH2:18][CH2:17][N:16]1[CH3:20]. (4) Given the reactants Br[C:2]1[CH:7]=[CH:6][C:5]([CH2:8][OH:9])=[C:4]([F:10])[CH:3]=1.[C:11]([Zn]C#N)#[N:12], predict the reaction product. The product is: [F:10][C:4]1[CH:3]=[C:2]([CH:7]=[CH:6][C:5]=1[CH2:8][OH:9])[C:11]#[N:12]. (5) Given the reactants [N:1]12[CH2:8][CH2:7][C:4]([C:9]([C:16]3[CH:20]=[CH:19][S:18][CH:17]=3)([C:11]3[CH:15]=[CH:14][S:13][CH:12]=3)[OH:10])([CH2:5][CH2:6]1)[CH2:3][CH2:2]2.[C:21]1([O:27][CH2:28][CH2:29][CH2:30][Br:31])[CH:26]=[CH:25][CH:24]=[CH:23][CH:22]=1, predict the reaction product. The product is: [Br-:31].[OH:10][C:9]([C:11]1[CH:15]=[CH:14][S:13][CH:12]=1)([C:16]1[CH:20]=[CH:19][S:18][CH:17]=1)[C:4]12[CH2:7][CH2:8][N+:1]([CH2:30][CH2:29][CH2:28][O:27][C:21]3[CH:26]=[CH:25][CH:24]=[CH:23][CH:22]=3)([CH2:6][CH2:5]1)[CH2:2][CH2:3]2.